The task is: Predict which catalyst facilitates the given reaction.. This data is from Catalyst prediction with 721,799 reactions and 888 catalyst types from USPTO. (1) Reactant: [I-:1].[Na+].Cl[CH2:4][CH2:5][CH2:6][C:7]([O:9][C:10]([CH3:13])([CH3:12])[CH3:11])=[O:8].O. Product: [I:1][CH2:4][CH2:5][CH2:6][C:7]([O:9][C:10]([CH3:13])([CH3:12])[CH3:11])=[O:8]. The catalyst class is: 7. (2) Product: [CH3:1][O:2][C:3]([C:5]1[C:6]([OH:30])=[C:7]2[C:12](=[C:13]([C:36]3[CH:37]=[N:38][CH:39]=[CH:40][CH:41]=3)[N:14]=1)[N:11]([CH2:16][C:17]1[CH:22]=[CH:21][CH:20]=[CH:19][CH:18]=1)[C:10](=[O:23])[C:9]([C:24]1[CH:25]=[N:26][CH:27]=[CH:28][CH:29]=1)=[CH:8]2)=[O:4]. The catalyst class is: 510. Reactant: [CH3:1][O:2][C:3]([C:5]1[C:6]([OH:30])=[C:7]2[C:12](=[C:13](Br)[N:14]=1)[N:11]([CH2:16][C:17]1[CH:22]=[CH:21][CH:20]=[CH:19][CH:18]=1)[C:10](=[O:23])[C:9]([C:24]1[CH:25]=[N:26][CH:27]=[CH:28][CH:29]=1)=[CH:8]2)=[O:4].C([Sn](CCCC)(CCCC)[C:36]1[CH:37]=[N:38][CH:39]=[CH:40][CH:41]=1)CCC.CCOC(C)=O.Cl. (3) Reactant: [CH3:1][C:2]1[S:3][CH:4]=[C:5]([C:7]([NH:9][C:10]2[CH:18]=[C:17]([C:19]3[CH:24]=[CH:23][N:22]=[C:21]4[N:25](S(C5C=CC(C)=CC=5)(=O)=O)[CH:26]=[CH:27][C:20]=34)[CH:16]=[C:15]3[C:11]=2[CH:12]=[N:13][N:14]3[CH3:38])=[O:8])[N:6]=1.C[Si](C)(C)[O-].[K+]. Product: [CH3:1][C:2]1[S:3][CH:4]=[C:5]([C:7]([NH:9][C:10]2[CH:18]=[C:17]([C:19]3[CH:24]=[CH:23][N:22]=[C:21]4[NH:25][CH:26]=[CH:27][C:20]=34)[CH:16]=[C:15]3[C:11]=2[CH:12]=[N:13][N:14]3[CH3:38])=[O:8])[N:6]=1. The catalyst class is: 1. (4) Reactant: C(OC(=O)[NH:7][CH:8]1[CH2:13][CH2:12][N:11]([S:14]([C:17]2[CH:22]=[CH:21][C:20]([NH:23][C:24](=[O:33])[CH2:25][CH2:26][C:27]3[CH:32]=[CH:31][CH:30]=[CH:29][CH:28]=3)=[C:19]([Cl:34])[CH:18]=2)(=[O:16])=[O:15])[CH2:10][CH2:9]1)(C)(C)C.Cl. Product: [NH2:7][CH:8]1[CH2:9][CH2:10][N:11]([S:14]([C:17]2[CH:22]=[CH:21][C:20]([NH:23][C:24](=[O:33])[CH2:25][CH2:26][C:27]3[CH:28]=[CH:29][CH:30]=[CH:31][CH:32]=3)=[C:19]([Cl:34])[CH:18]=2)(=[O:15])=[O:16])[CH2:12][CH2:13]1. The catalyst class is: 12. (5) Reactant: [OH:1][CH:2]1[CH2:6][S:5][CH2:4][CH:3]1[C:7]#[N:8].[CH3:9][S:10](Cl)(=[O:12])=[O:11]. Product: [CH3:9][S:10]([O:1][CH:2]1[CH:3]([C:7]#[N:8])[CH2:4][S:5][CH2:6]1)(=[O:12])=[O:11]. The catalyst class is: 34. (6) Reactant: [CH2:1]([C:3]1[CH:8]=[CH:7][C:6]([C:9]2[O:10][CH2:11][C:12]([CH3:15])([CH3:14])[N:13]=2)=[CH:5][CH:4]=1)[CH3:2].C([Li])CCC.C1C=CC(S(N(S(C2C=CC=CC=2)(=O)=O)[F:31])(=O)=O)=CC=1. The catalyst class is: 134. Product: [F:31][C:7]1[CH:8]=[C:3]([CH2:1][CH3:2])[CH:4]=[CH:5][C:6]=1[C:9]1[O:10][CH2:11][C:12]([CH3:14])([CH3:15])[N:13]=1.